From a dataset of Catalyst prediction with 721,799 reactions and 888 catalyst types from USPTO. Predict which catalyst facilitates the given reaction. (1) Reactant: [CH2:1]([O:8][C:9]1[CH:10]=[C:11]([CH:27]=[CH:28][CH:29]=1)[CH2:12][O:13][C:14]1[C:19]2[CH:20]=[C:21]([C:23](=[O:25])[CH3:24])[O:22][C:18]=2[CH:17]=[C:16]([OH:26])[CH:15]=1)[C:2]1[CH:7]=[CH:6][CH:5]=[CH:4][CH:3]=1.C([O-])([O-])=O.[K+].[K+].Cl[C:37]([F:42])([F:41])C(O)=O. Product: [CH2:1]([O:8][C:9]1[CH:10]=[C:11]([CH:27]=[CH:28][CH:29]=1)[CH2:12][O:13][C:14]1[C:19]2[CH:20]=[C:21]([C:23](=[O:25])[CH3:24])[O:22][C:18]=2[CH:17]=[C:16]([O:26][CH:37]([F:42])[F:41])[CH:15]=1)[C:2]1[CH:3]=[CH:4][CH:5]=[CH:6][CH:7]=1. The catalyst class is: 384. (2) Product: [NH2:11][C:10]1[C:5]([C:3]([OH:4])=[O:2])=[N:6][CH:7]=[C:8]([O:12][CH3:13])[N:9]=1.[Cl-:16].[Na+:15]. Reactant: C[O:2][C:3]([C:5]1[C:10]([NH2:11])=[N:9][C:8]([O:12][CH3:13])=[CH:7][N:6]=1)=[O:4].[OH-].[Na+:15].[ClH:16].C1(C)C=CC=CC=1. The catalyst class is: 1. (3) Product: [CH3:21][C:20]1[N:22]=[C:23]([C:25]2[CH:26]=[C:27]([CH:32]=[CH:33][CH:34]=2)[C:28]([O:30][CH3:31])=[O:29])[N:16]2[C:17]=1[CH:18]=[N:19][C:14]([NH:13][C:5]1[CH:4]=[C:3]([O:2][CH3:1])[C:8]([O:9][CH3:10])=[C:7]([O:11][CH3:12])[CH:6]=1)=[N:15]2. Reactant: [CH3:1][O:2][C:3]1[CH:4]=[C:5]([NH:13][C:14]2[N:15]=[N:16][C:17]([CH:20]([NH:22][C:23]([C:25]3[CH:26]=[C:27]([CH:32]=[CH:33][CH:34]=3)[C:28]([O:30][CH3:31])=[O:29])=O)[CH3:21])=[CH:18][N:19]=2)[CH:6]=[C:7]([O:11][CH3:12])[C:8]=1[O:9][CH3:10].N1C=NC=N1.P(Cl)(Cl)(Cl)=O. The catalyst class is: 17. (4) Reactant: C(NP(CC1C=C2C(=CC=1)NN=C2C1NC2C(C=1)=CC=CC=2)(C1C=CC=CC=1)=O)C.[N+](C1C=CC([O:40][P:41]([C:62]2[CH:67]=[CH:66][CH:65]=[CH:64][CH:63]=2)(=[O:61])[O:42][C:43]2[CH:44]=[C:45]3[C:49](=[CH:50][CH:51]=2)[NH:48][N:47]=[C:46]3[C:52]2[NH:53][C:54]3[C:59]([CH:60]=2)=[CH:58][CH:57]=[CH:56][CH:55]=3)=CC=1)([O-])=O.C(NCC)C.N12CCCN=C1CCCCC2. The catalyst class is: 4. Product: [NH:53]1[C:54]2[C:59](=[CH:58][CH:57]=[CH:56][CH:55]=2)[CH:60]=[C:52]1[C:46]1[C:45]2[C:49](=[CH:50][CH:51]=[C:43]([O:42][P:41]([C:62]3[CH:63]=[CH:64][CH:65]=[CH:66][CH:67]=3)(=[O:40])[OH:61])[CH:44]=2)[NH:48][N:47]=1. (5) Product: [C:12]([CH:14]=[CH:38][CH2:37][CH2:36][C@H:27]1[CH2:26][O:25][C:24]([CH3:40])([CH3:23])[N:28]1[C:29]([O:31][C:32]([CH3:35])([CH3:34])[CH3:33])=[O:30])#[N:13]. The catalyst class is: 6. Reactant: CC(C)([O-])C.[K+].O1CCCC1.[C:12]([CH2:14]P(=O)(OCC)OCC)#[N:13].[CH3:23][C:24]1([CH3:40])[N:28]([C:29]([O:31][C:32]([CH3:35])([CH3:34])[CH3:33])=[O:30])[C@@H:27]([CH2:36][CH2:37][CH:38]=O)[CH2:26][O:25]1. (6) Reactant: [Cl:1][C:2]1[N:10]=[CH:9][CH:8]=[CH:7][C:3]=1[C:4](O)=O.C(Cl)(=O)C([Cl:14])=O.CN(C)C=O. Product: [Cl:1][C:2]1[N:10]=[CH:9][CH:8]=[CH:7][C:3]=1[CH2:4][Cl:14]. The catalyst class is: 4. (7) Reactant: [CH3:1][O:2][C:3](=[O:21])[C:4]1[CH:9]=[C:8]([CH3:10])[C:7]([CH:11]=[CH:12][C:13]([O:15][C:16]([CH3:19])([CH3:18])[CH3:17])=[O:14])=[C:6]([CH3:20])[CH:5]=1. Product: [CH3:1][O:2][C:3](=[O:21])[C:4]1[CH:9]=[C:8]([CH3:10])[C:7]([CH2:11][CH2:12][C:13]([O:15][C:16]([CH3:17])([CH3:18])[CH3:19])=[O:14])=[C:6]([CH3:20])[CH:5]=1. The catalyst class is: 791. (8) Reactant: C(Cl)(=O)C([Cl:4])=O.[CH3:7][C:8]1[O:12][C:11]([C:13]2[CH:18]=[CH:17][CH:16]=[CH:15][CH:14]=2)=[N:10][C:9]=1[CH2:19][CH2:20][O:21][C:22]1[N:27]=[CH:26][C:25]([CH2:28]O)=[CH:24][CH:23]=1. Product: [Cl:4][CH2:28][C:25]1[CH:24]=[CH:23][C:22]([O:21][CH2:20][CH2:19][C:9]2[N:10]=[C:11]([C:13]3[CH:18]=[CH:17][CH:16]=[CH:15][CH:14]=3)[O:12][C:8]=2[CH3:7])=[N:27][CH:26]=1. The catalyst class is: 120. (9) Reactant: [NH2:1][C:2]1[CH:9]=[CH:8][C:5]([CH2:6][NH2:7])=[CH:4][CH:3]=1.C(N(CC)CC)C.[C:17](Cl)(=[O:22])[C:18]([CH3:21])([CH3:20])[CH3:19]. Product: [NH2:1][C:2]1[CH:9]=[CH:8][C:5]([CH2:6][NH:7][C:17](=[O:22])[C:18]([CH3:21])([CH3:20])[CH3:19])=[CH:4][CH:3]=1. The catalyst class is: 91.